This data is from TCR-epitope binding with 47,182 pairs between 192 epitopes and 23,139 TCRs. The task is: Binary Classification. Given a T-cell receptor sequence (or CDR3 region) and an epitope sequence, predict whether binding occurs between them. (1) The epitope is VTEHDTLLY. The TCR CDR3 sequence is CASSSGTAAYEQYF. Result: 0 (the TCR does not bind to the epitope). (2) The epitope is DPFRLLQNSQVFS. The TCR CDR3 sequence is CASSEDTQSSGANVLTF. Result: 0 (the TCR does not bind to the epitope).